From a dataset of Forward reaction prediction with 1.9M reactions from USPTO patents (1976-2016). Predict the product of the given reaction. (1) Given the reactants [Cl:1][C:2]1[CH:8]=[CH:7][C:5]([NH2:6])=[CH:4][C:3]=1[C:9]1[CH:14]=[CH:13][CH:12]=[CH:11][N:10]=1.[O:15]=[C:16]1[N:20]([C:21]2[CH:29]=[CH:28][C:24]([C:25](O)=[O:26])=[CH:23][CH:22]=2)[CH2:19][CH2:18][O:17]1, predict the reaction product. The product is: [Cl:1][C:2]1[CH:8]=[CH:7][C:5]([NH:6][C:25](=[O:26])[C:24]2[CH:23]=[CH:22][C:21]([N:20]3[CH2:19][CH2:18][O:17][C:16]3=[O:15])=[CH:29][CH:28]=2)=[CH:4][C:3]=1[C:9]1[CH:14]=[CH:13][CH:12]=[CH:11][N:10]=1. (2) Given the reactants [N:1]1([C:7]2[N:12]=[CH:11][NH:10][C:9](=[O:13])[CH:8]=2)[CH2:6][CH2:5][NH:4][CH2:3][CH2:2]1.[Br:14][C:15]1[CH:16]=[C:17]([O:24][CH3:25])[C:18]([OH:23])=[C:19]([CH:22]=1)[CH:20]=O, predict the reaction product. The product is: [Br:14][C:15]1[CH:16]=[C:17]([O:24][CH3:25])[C:18]([OH:23])=[C:19]([CH:22]=1)[CH2:20][N:4]1[CH2:5][CH2:6][N:1]([C:7]2[N:12]=[CH:11][NH:10][C:9](=[O:13])[CH:8]=2)[CH2:2][CH2:3]1. (3) Given the reactants [Br:1][C:2]1[C:3]2[CH:22]=[CH:21][CH:20]=[CH:19][C:4]=2[C:5]2[CH2:6][N:7]([C@H:12]3[CH2:17]C[CH2:15][CH2:14][C@@H:13]3[OH:18])[C:8](=[O:11])[C:9]=2[CH:10]=1.NC1CCCCC1[OH:30], predict the reaction product. The product is: [Br:1][C:2]1[C:3]2[CH:22]=[CH:21][CH:20]=[CH:19][C:4]=2[C:5]2[CH2:6][N:7]([C@@H:12]3[C@@H:13]([OH:18])[CH2:14][CH2:15][O:30][CH2:17]3)[C:8](=[O:11])[C:9]=2[CH:10]=1.